From a dataset of Catalyst prediction with 721,799 reactions and 888 catalyst types from USPTO. Predict which catalyst facilitates the given reaction. (1) Reactant: [Br:1][CH2:2][C:3]1[CH:16]=[CH:15][C:6]([C:7]([C:9]2[CH:14]=[CH:13][CH:12]=[CH:11][CH:10]=2)=[O:8])=[CH:5][CH:4]=1.[OH:17][CH2:18][C:19]1[CH:32]=[CH:31][C:22]([C:23]([C:25]2[CH:30]=[CH:29][CH:28]=[CH:27][CH:26]=2)=[O:24])=[CH:21][CH:20]=1.[H-].[Na+].[CH2:35](Br)[CH:36]=[CH2:37]. Product: [Br:1][CH2:2][C:3]1[CH:16]=[CH:15][C:6]([C:7]([C:9]2[CH:14]=[CH:13][CH:12]=[CH:11][CH:10]=2)=[O:8])=[CH:5][CH:4]=1.[CH2:37]([O:17][CH2:18][C:19]1[CH:32]=[CH:31][C:22]([C:23]([C:25]2[CH:30]=[CH:29][CH:28]=[CH:27][CH:26]=2)=[O:24])=[CH:21][CH:20]=1)[CH:36]=[CH2:35]. The catalyst class is: 1. (2) Reactant: [Br:1][C:2]1[CH:3]=[N:4][C:5]2[C:10]([CH:11]=1)=[CH:9][CH:8]=[C:7]([OH:12])[C:6]=2[C:13]([NH:15][CH2:16][C:17]([OH:19])=[O:18])=[O:14].[Br:20]Br. Product: [Br:1][C:2]1[CH:3]=[N:4][C:5]2[C:10]([CH:11]=1)=[CH:9][C:8]([Br:20])=[C:7]([OH:12])[C:6]=2[C:13]([NH:15][CH2:16][C:17]([OH:19])=[O:18])=[O:14]. The catalyst class is: 15. (3) The catalyst class is: 7. Reactant: [NH2:1][C:2]1[CH:6]=[C:5]([Br:7])[S:4][C:3]=1[C:8]([O:10][CH3:11])=[O:9].C[Si](C)(C)[N-][Si](C)(C)C.[Li+].O1CCCC1.[O:27]=[C:28]1[C@H:33]2[CH2:34][C@:30]([C:42]3[CH:47]=[CH:46][CH:45]=[CH:44][CH:43]=3)([CH2:31][N:32]2[C:35]([O:37][C:38]([CH3:41])([CH3:40])[CH3:39])=[O:36])[O:29]1.Cl. Product: [Br:7][C:5]1[S:4][C:3]([C:8]([O:10][CH3:11])=[O:9])=[C:2]([NH:1][C:28]([CH:33]2[CH2:34][C:30]([OH:29])([C:42]3[CH:47]=[CH:46][CH:45]=[CH:44][CH:43]=3)[CH2:31][N:32]2[C:35]([O:37][C:38]([CH3:41])([CH3:40])[CH3:39])=[O:36])=[O:27])[CH:6]=1. (4) Reactant: Cl[C:2]1[C:11]2[C:6](=[CH:7][CH:8]=[C:9]([C:12]([F:15])([F:14])[F:13])[CH:10]=2)[N:5]=[N:4][CH:3]=1.[NH2:16][CH2:17][C:18]([O:20][C:21]([CH3:24])([CH3:23])[CH3:22])=[O:19].C(N(CC)CC)C. Product: [F:13][C:12]([F:15])([F:14])[C:9]1[CH:10]=[C:11]2[C:6](=[CH:7][CH:8]=1)[N:5]=[N:4][CH:3]=[C:2]2[NH:16][CH2:17][C:18]([O:20][C:21]([CH3:24])([CH3:23])[CH3:22])=[O:19]. The catalyst class is: 270. (5) Reactant: [C:1]([O:5][CH2:6][CH2:7][OH:8])(=[O:4])[CH:2]=[CH2:3].C(N(CC)CC)C.[C:16]1([C:25]2[CH:30]=[CH:29][CH:28]=[CH:27][CH:26]=2)[CH:21]=[CH:20][C:19]([C:22](Cl)=[O:23])=[CH:18][CH:17]=1. Product: [C:1]([O:5][CH2:6][CH2:7][O:8][C:22](=[O:23])[C:19]1[CH:20]=[CH:21][C:16]([C:25]2[CH:30]=[CH:29][CH:28]=[CH:27][CH:26]=2)=[CH:17][CH:18]=1)(=[O:4])[CH:2]=[CH2:3]. The catalyst class is: 4. (6) Reactant: [NH2:1][C:2]1C=CC=CN=1.[N:8]1[CH:13]=[CH:12][CH:11]=[CH:10][C:9]=1[CH:14]=O. Product: [NH:8]1[C:13]2[C:14](=[CH:9][CH:10]=[CH:11][CH:12]=2)[CH:2]=[N:1]1. The catalyst class is: 11. (7) Reactant: [CH3:1][C:2]1[O:6][N:5]=[C:4]([C:7]2[CH:12]=[CH:11][CH:10]=[CH:9][CH:8]=2)[C:3]=1[CH2:13][O:14][C:15]1[N:20]=[CH:19][C:18]([NH2:21])=[CH:17][CH:16]=1.C(N(CC)CC)C.[C:29](Cl)(=[O:31])[CH3:30]. Product: [CH3:1][C:2]1[O:6][N:5]=[C:4]([C:7]2[CH:12]=[CH:11][CH:10]=[CH:9][CH:8]=2)[C:3]=1[CH2:13][O:14][C:15]1[N:20]=[CH:19][C:18]([NH:21][C:29](=[O:31])[CH3:30])=[CH:17][CH:16]=1. The catalyst class is: 1. (8) Reactant: Cl[C:2]1[CH:3]=[CH:4][C:5]2[N:6]([C:8]([C:11]3[CH:16]=[CH:15][C:14]([C:17]([F:20])([F:19])[F:18])=[CH:13][CH:12]=3)=[N:9][N:10]=2)[N:7]=1.[F:21][C:22]1[CH:27]=[CH:26][C:25]([C:28]2[O:29][C:30]3[CH:40]=[C:39]([N:41]([CH3:46])[S:42]([CH3:45])(=[O:44])=[O:43])[C:38](B4OC(C)(C)C(C)(C)O4)=[CH:37][C:31]=3[C:32]=2[C:33]([NH:35][CH3:36])=[O:34])=[CH:24][CH:23]=1.[O-]P([O-])([O-])=O.[K+].[K+].[K+]. Product: [F:21][C:22]1[CH:27]=[CH:26][C:25]([C:28]2[O:29][C:30]3[CH:40]=[C:39]([N:41]([CH3:46])[S:42]([CH3:45])(=[O:43])=[O:44])[C:38]([C:2]4[CH:3]=[CH:4][C:5]5[N:6]([C:8]([C:11]6[CH:16]=[CH:15][C:14]([C:17]([F:20])([F:19])[F:18])=[CH:13][CH:12]=6)=[N:9][N:10]=5)[N:7]=4)=[CH:37][C:31]=3[C:32]=2[C:33]([NH:35][CH3:36])=[O:34])=[CH:24][CH:23]=1. The catalyst class is: 75.